Dataset: Full USPTO retrosynthesis dataset with 1.9M reactions from patents (1976-2016). Task: Predict the reactants needed to synthesize the given product. (1) Given the product [N:26]1[C:27]2[C:22](=[CH:21][C:20]([C:17]3([C:14]4[N:12]5[N:13]=[C:8]([C:4]6[CH:3]=[C:2]([CH:7]=[CH:6][CH:5]=6)[C:30]#[N:31])[CH:9]=[N:10][C:11]5=[N:16][N:15]=4)[CH2:19][CH2:18]3)=[CH:29][CH:28]=2)[CH:23]=[CH:24][CH:25]=1, predict the reactants needed to synthesize it. The reactants are: Br[C:2]1[CH:3]=[C:4]([C:8]2[CH:9]=[N:10][C:11]3[N:12]([C:14]([C:17]4([C:20]5[CH:21]=[C:22]6[C:27](=[CH:28][CH:29]=5)[N:26]=[CH:25][CH:24]=[CH:23]6)[CH2:19][CH2:18]4)=[N:15][N:16]=3)[N:13]=2)[CH:5]=[CH:6][CH:7]=1.[CH3:30][N:31](C=O)C. (2) Given the product [F:1][C:2]1[CH:3]=[CH:4][C:5]([NH:8][C:9](=[O:14])[C:10]([CH3:11])([CH3:13])[CH3:12])=[C:6]([C:25]2([OH:28])[CH2:24][CH2:23][N:22]([CH2:15]/[CH:16]=[CH:21]/[C:20]3[CH:19]=[CH:18][C:17]([Cl:29])=[CH:35][CH:34]=3)[CH2:27][CH2:26]2)[CH:7]=1, predict the reactants needed to synthesize it. The reactants are: [F:1][C:2]1[CH:7]=[CH:6][C:5]([NH:8][C:9](=[O:14])[C:10]([CH3:13])([CH3:12])[CH3:11])=[CH:4][CH:3]=1.[CH2:15]([N:22]1[CH2:27][CH2:26][C:25](=[O:28])[CH2:24][CH2:23]1)[C:16]1[CH:21]=[CH:20][CH:19]=[CH:18][CH:17]=1.[ClH:29].CCCC[CH2:34][CH3:35].